This data is from Full USPTO retrosynthesis dataset with 1.9M reactions from patents (1976-2016). The task is: Predict the reactants needed to synthesize the given product. (1) Given the product [C:8]([NH:11][N:12]1[CH2:1][CH2:2][CH2:3][CH2:4][CH2:5]1)(=[O:10])[CH3:9], predict the reactants needed to synthesize it. The reactants are: [CH:1](=O)[CH2:2][CH2:3][CH2:4][CH:5]=O.[C:8]([NH:11][NH2:12])(=[O:10])[CH3:9].[H][H]. (2) Given the product [C:33]([N:1]1[CH2:2][CH:3]=[C:4]([C:7]2[CH:12]=[CH:11][C:10]([NH:13][C:14]([N:16]3[CH2:25][CH2:24][C:23]4[C:18](=[CH:19][CH:20]=[CH:21][CH:22]=4)[CH2:17]3)=[O:15])=[CH:9][CH:8]=2)[CH2:5][CH2:6]1)(=[O:40])[C:34]1[CH:39]=[CH:38][CH:37]=[CH:36][CH:35]=1, predict the reactants needed to synthesize it. The reactants are: [NH:1]1[CH2:6][CH:5]=[C:4]([C:7]2[CH:12]=[CH:11][C:10]([NH:13][C:14]([N:16]3[CH2:25][CH2:24][C:23]4[C:18](=[CH:19][CH:20]=[CH:21][CH:22]=4)[CH2:17]3)=[O:15])=[CH:9][CH:8]=2)[CH2:3][CH2:2]1.C(N(CC)CC)C.[C:33](Cl)(=[O:40])[C:34]1[CH:39]=[CH:38][CH:37]=[CH:36][CH:35]=1. (3) Given the product [CH2:39]([C:24]1[CH:25]=[C:26]([C:29]([OH:38])([C:30]([F:32])([F:31])[F:33])[C:34]([F:35])([F:36])[F:37])[CH:27]=[CH:28][C:23]=1[C:9]1[S:8][C:7]([C:5]([NH:4][CH2:3][C:2]([OH:1])([CH3:20])[CH3:21])=[O:6])=[N:11][C:10]=1[C:12]([N:14]1[CH2:18][CH2:17][CH2:16][C@@H:15]1[CH3:19])=[O:13])[CH3:40], predict the reactants needed to synthesize it. The reactants are: [OH:1][C:2]([CH3:21])([CH3:20])[CH2:3][NH:4][C:5]([C:7]1[S:8][CH:9]=[C:10]([C:12]([N:14]2[CH2:18][CH2:17][CH2:16][C@@H:15]2[CH3:19])=[O:13])[N:11]=1)=[O:6].Br[C:23]1[CH:28]=[CH:27][C:26]([C:29]([OH:38])([C:34]([F:37])([F:36])[F:35])[C:30]([F:33])([F:32])[F:31])=[CH:25][C:24]=1[CH2:39][CH3:40]. (4) Given the product [OH:8][C:9]1[C:13]([OH:14])=[C:12]([C:22]([N:24]2[CH2:29][CH2:28][N:27]([CH3:30])[CH2:26][CH2:25]2)=[O:23])[N:11]([C:31]2[CH:32]=[CH:33][C:34]([O:37][CH3:38])=[CH:35][CH:36]=2)[C:10]=1[C:39]([N:41]([CH3:42])[CH3:43])=[O:40], predict the reactants needed to synthesize it. The reactants are: C([O:8][C:9]1[C:13]([O:14]CC2C=CC=CC=2)=[C:12]([C:22]([N:24]2[CH2:29][CH2:28][N:27]([CH3:30])[CH2:26][CH2:25]2)=[O:23])[N:11]([C:31]2[CH:36]=[CH:35][C:34]([O:37][CH3:38])=[CH:33][CH:32]=2)[C:10]=1[C:39]([N:41]([CH3:43])[CH3:42])=[O:40])C1C=CC=CC=1.[H][H].